From a dataset of Merck oncology drug combination screen with 23,052 pairs across 39 cell lines. Regression. Given two drug SMILES strings and cell line genomic features, predict the synergy score measuring deviation from expected non-interaction effect. (1) Drug 1: NC1(c2ccc(-c3nc4ccn5c(=O)[nH]nc5c4cc3-c3ccccc3)cc2)CCC1. Drug 2: CC(C)CC(NC(=O)C(Cc1ccccc1)NC(=O)c1cnccn1)B(O)O. Cell line: RKO. Synergy scores: synergy=15.0. (2) Drug 1: CCC1(O)CC2CN(CCc3c([nH]c4ccccc34)C(C(=O)OC)(c3cc4c(cc3OC)N(C)C3C(O)(C(=O)OC)C(OC(C)=O)C5(CC)C=CCN6CCC43C65)C2)C1. Drug 2: Cn1cc(-c2cnn3c(N)c(Br)c(C4CCCNC4)nc23)cn1. Cell line: NCIH460. Synergy scores: synergy=-9.22.